Dataset: Reaction yield outcomes from USPTO patents with 853,638 reactions. Task: Predict the reaction yield, written as a fraction of the theoretical maximum amount of product (1.0 means a 100% yield; for example, 0.34 means a 34% yield). (1) The reactants are Br[C:2]1[CH:3]=[C:4]2[C:9](=[CH:10][CH:11]=1)[N:8]=[CH:7][CH:6]=[CH:5]2.[CH2:12]([O:14][CH:15]([O:18][CH2:19][CH3:20])[C:16]#[CH:17])[CH3:13].C(N(CC)CC)C.C1(P(C2C=CC=CC=2)C2C=CC=CC=2)C=CC=CC=1.CN(C)C=O. The catalyst is [Cu]I.C([O-])(=O)C.[Pd+2].C([O-])(=O)C. The product is [CH2:12]([O:14][CH:15]([O:18][CH2:19][CH3:20])[C:16]#[C:17][C:2]1[CH:3]=[C:4]2[C:9](=[CH:10][CH:11]=1)[N:8]=[CH:7][CH:6]=[CH:5]2)[CH3:13]. The yield is 0.990. (2) The reactants are C(OC([N:8]1[CH2:11][CH:10]([O:12][C:13]2[CH:18]=[C:17]([F:19])[C:16]([C@@H:20]3[C:32]4[NH:31][C:30]5[C:25](=[CH:26][CH:27]=[CH:28][CH:29]=5)[C:24]=4[CH2:23][C@@H:22]([CH3:33])[N:21]3[CH2:34][C:35]([F:38])([CH3:37])[CH3:36])=[C:15]([F:39])[CH:14]=2)[CH2:9]1)=O)(C)(C)C.C(O)(C(F)(F)F)=O. The yield is 0.0800. The catalyst is ClCCl. The product is [NH:8]1[CH2:11][CH:10]([O:12][C:13]2[CH:14]=[C:15]([F:39])[C:16]([C@@H:20]3[C:32]4[NH:31][C:30]5[C:25](=[CH:26][CH:27]=[CH:28][CH:29]=5)[C:24]=4[CH2:23][C@@H:22]([CH3:33])[N:21]3[CH2:34][C:35]([F:38])([CH3:36])[CH3:37])=[C:17]([F:19])[CH:18]=2)[CH2:9]1.